Dataset: Full USPTO retrosynthesis dataset with 1.9M reactions from patents (1976-2016). Task: Predict the reactants needed to synthesize the given product. (1) Given the product [O:21]=[S:2]1(=[O:1])[CH2:6][CH2:5][CH2:4][N:3]1[C:7]1[N:11]([C:12]2[CH:17]=[CH:16][CH:15]=[CH:14][C:13]=2[F:39])[N:10]=[C:9]([C:18]([OH:20])=[O:19])[CH:8]=1, predict the reactants needed to synthesize it. The reactants are: [O:1]=[S:2]1(=[O:21])[CH2:6][CH2:5][CH2:4][N:3]1[C:7]1[N:11]([C:12]2[CH:17]=[CH:16][CH:15]=[CH:14][CH:13]=2)[N:10]=[C:9]([C:18]([OH:20])=[O:19])[CH:8]=1.C(OC(C1C=C(N)N(C2C=CC=CC=2[F:39])N=1)=O)C. (2) Given the product [P:1]([OH:13])([O:3][C:4]([CH3:7])([CH3:6])[CH3:5])([O:8][C:9]([CH3:11])([CH3:12])[CH3:10])=[O:2], predict the reactants needed to synthesize it. The reactants are: [P:1]([O-:13])([O:8][C:9]([CH3:12])([CH3:11])[CH3:10])([O:3][C:4]([CH3:7])([CH3:6])[CH3:5])=[O:2].[K+].Cl. (3) The reactants are: C(OC(=O)[NH:7][N:8]1[CH2:13][CH2:12][N:11]([CH3:14])[C:10](=[O:15])[CH2:9]1)(C)(C)C.[F:17][C:18]([F:23])([F:22])[C:19]([OH:21])=[O:20]. Given the product [F:17][C:18]([F:23])([F:22])[C:19]([OH:21])=[O:20].[NH2:7][N:8]1[CH2:13][CH2:12][N:11]([CH3:14])[C:10](=[O:15])[CH2:9]1, predict the reactants needed to synthesize it. (4) Given the product [F:19][CH:17]([F:18])[C:9]1[N:8]([C:6]2[N:7]=[C:2]([N:33]3[CH2:34][CH2:35][N:30]([S:27]([CH3:26])(=[O:29])=[O:28])[CH2:31][CH2:32]3)[N:3]=[C:4]([N:20]3[CH2:21][CH2:22][O:23][CH2:24][CH2:25]3)[N:5]=2)[C:12]2[CH:13]=[CH:14][CH:15]=[CH:16][C:11]=2[N:10]=1, predict the reactants needed to synthesize it. The reactants are: Cl[C:2]1[N:7]=[C:6]([N:8]2[C:12]3[CH:13]=[CH:14][CH:15]=[CH:16][C:11]=3[N:10]=[C:9]2[CH:17]([F:19])[F:18])[N:5]=[C:4]([N:20]2[CH2:25][CH2:24][O:23][CH2:22][CH2:21]2)[N:3]=1.[CH3:26][S:27]([N:30]1[CH2:35][CH2:34][NH:33][CH2:32][CH2:31]1)(=[O:29])=[O:28]. (5) Given the product [C:1]1([C:31]2[CH:36]=[CH:35][CH:34]=[CH:33][CH:32]=2)[CH:6]=[CH:5][C:4]([S:7]([N:10]2[CH2:14][CH2:13][S:12][CH:11]2[C:15]([Cl:63])=[O:16])(=[O:9])=[O:8])=[CH:3][CH:2]=1, predict the reactants needed to synthesize it. The reactants are: [C:1]1([C:31]2[CH:36]=[CH:35][CH:34]=[CH:33][CH:32]=2)[CH:6]=[CH:5][C:4]([S:7]([N:10]2[CH2:14][CH2:13][S:12][CH:11]2[C:15](N[C@H](C2C=CC=CC=2)C2C=CC=CN=2)=[O:16])(=[O:9])=[O:8])=[CH:3][CH:2]=1.C1(C2C=CC=CC=2)C=CC(S(N2CCSC2C(O)=O)(=O)=O)=CC=1.C(Cl)(=O)C([Cl:63])=O.CN(C=O)C. (6) Given the product [CH2:13]([O:20][C:3]1[C:8]2[N:9]=[N:10][NH:11][C:7]=2[CH:6]=[C:5]([Cl:12])[N:4]=1)[C:14]1[CH:19]=[CH:18][CH:17]=[CH:16][CH:15]=1, predict the reactants needed to synthesize it. The reactants are: [Na].Cl[C:3]1[C:8]2[N:9]=[N:10][NH:11][C:7]=2[CH:6]=[C:5]([Cl:12])[N:4]=1.[CH2:13]([OH:20])[C:14]1[CH:19]=[CH:18][CH:17]=[CH:16][CH:15]=1. (7) Given the product [Cl:7][C:8]1[CH:9]=[CH:10][C:11]([C:14]2[N:15]([CH:20]3[CH2:22][CH2:21]3)[C:16](=[O:19])[N:17]([CH2:24][C:25]([O:27][CH2:28][CH3:29])=[O:26])[N:18]=2)=[CH:12][CH:13]=1, predict the reactants needed to synthesize it. The reactants are: C(=O)([O-])[O-].[K+].[K+].[Cl:7][C:8]1[CH:13]=[CH:12][C:11]([C:14]2[N:15]([CH:20]3[CH2:22][CH2:21]3)[C:16](=[O:19])[NH:17][N:18]=2)=[CH:10][CH:9]=1.Cl[CH2:24][C:25]([O:27][CH2:28][CH3:29])=[O:26]. (8) The reactants are: [CH2:1]([C:5]1[C:9]([CH2:10][C:11]([OH:13])=O)=[C:8]([CH3:14])[N:7]([C:15]2[CH:20]=[CH:19][CH:18]=[CH:17][CH:16]=2)[N:6]=1)[CH2:2][CH2:3][CH3:4].CCN=C=NCCCN(C)C.Cl.ON1C2C=CC=CC=2N=N1.C(N(C(C)C)CC)(C)C.[Cl:52][C:53]1[CH:58]=[C:57]([F:59])[CH:56]=[CH:55][C:54]=1[CH2:60][NH2:61]. Given the product [CH2:1]([C:5]1[C:9]([CH2:10][C:11]([NH:61][CH2:60][C:54]2[CH:55]=[CH:56][C:57]([F:59])=[CH:58][C:53]=2[Cl:52])=[O:13])=[C:8]([CH3:14])[N:7]([C:15]2[CH:20]=[CH:19][CH:18]=[CH:17][CH:16]=2)[N:6]=1)[CH2:2][CH2:3][CH3:4], predict the reactants needed to synthesize it. (9) Given the product [CH:1]1[C:11]2[C:10]3=[CH:12][C:13]4[CH:14]=[CH:15][C:16]([C:19]([NH2:24])=[O:21])=[CH:17][C:18]=4[N:9]3[CH:8]=[CH:7][CH2:6][C:5]=2[CH:4]=[CH:3][CH:2]=1, predict the reactants needed to synthesize it. The reactants are: [CH:1]1[C:11]2[C:10]3=[CH:12][C:13]4[CH:14]=[CH:15][C:16]([C:19]([OH:21])=O)=[CH:17][C:18]=4[N:9]3[CH:8]=[CH:7][CH2:6][C:5]=2[CH:4]=[CH:3][CH:2]=1.C1N=C[N:24](C(N2C=NC=C2)=O)C=1.CNC(N)=O.C(O)(C(F)(F)F)=O. (10) Given the product [CH3:1][C@@H:2]1[CH2:7][CH2:6][N:5]([C:8]([O:10][C:11]([CH3:14])([CH3:13])[CH3:12])=[O:9])[CH2:4][C@@H:3]1[N:15]1[C:19]2=[C:20]3[C:26]([Br:35])=[CH:25][N:24]([CH2:27][O:28][CH2:29][CH2:30][Si:31]([CH3:34])([CH3:32])[CH3:33])[C:21]3=[N:22][CH:23]=[C:18]2[CH:17]=[CH:16]1, predict the reactants needed to synthesize it. The reactants are: [CH3:1][CH:2]1[CH2:7][CH2:6][N:5]([C:8]([O:10][C:11]([CH3:14])([CH3:13])[CH3:12])=[O:9])[CH2:4][CH:3]1[N:15]1[C:19]2=[C:20]3[CH:26]=[CH:25][N:24]([CH2:27][O:28][CH2:29][CH2:30][Si:31]([CH3:34])([CH3:33])[CH3:32])[C:21]3=[N:22][CH:23]=[C:18]2[CH:17]=[CH:16]1.[Br:35]N1C(=O)CCC1=O.C(=O)([O-])O.[Na+].